Dataset: Full USPTO retrosynthesis dataset with 1.9M reactions from patents (1976-2016). Task: Predict the reactants needed to synthesize the given product. (1) Given the product [OH:1][C@H:2]([C:6]1[CH:11]=[CH:10][CH:9]=[CH:8][CH:7]=1)[C:3]([NH:12][C:13]1[CH:18]=[CH:17][C:16]([C:19]2[CH:23]=[C:22]([C:24]([NH:26][CH:27]([CH:32]([CH3:34])[CH3:33])[C:28]([O:30][CH3:31])=[O:29])=[O:25])[O:21][N:20]=2)=[CH:15][CH:14]=1)=[O:5], predict the reactants needed to synthesize it. The reactants are: [OH:1][C@H:2]([C:6]1[CH:11]=[CH:10][CH:9]=[CH:8][CH:7]=1)[C:3]([OH:5])=O.[NH2:12][C:13]1[CH:18]=[CH:17][C:16]([C:19]2[CH:23]=[C:22]([C:24]([NH:26][CH:27]([CH:32]([CH3:34])[CH3:33])[C:28]([O:30][CH3:31])=[O:29])=[O:25])[O:21][N:20]=2)=[CH:15][CH:14]=1.C1CCC(N=C=NC2CCCCC2)CC1.C1C=CC2N(O)N=NC=2C=1. (2) Given the product [C:1]1([C@@H:7]([N:9]2[CH2:15][C@H:14]3[CH2:16][C@:10]2([C:17]2[NH:21][C:20]4[CH:22]=[CH:23][CH:24]=[C:25]([C:26]([NH2:31])=[O:28])[C:19]=4[N:18]=2)[CH2:11][CH2:12][CH2:13]3)[CH3:8])[CH:6]=[CH:5][CH:4]=[CH:3][CH:2]=1, predict the reactants needed to synthesize it. The reactants are: [C:1]1([C@@H:7]([N:9]2[CH2:15][C@H:14]3[CH2:16][C@:10]2([C:17]2[NH:21][C:20]4[CH:22]=[CH:23][CH:24]=[C:25]([C:26]([OH:28])=O)[C:19]=4[N:18]=2)[CH2:11][CH2:12][CH2:13]3)[CH3:8])[CH:6]=[CH:5][CH:4]=[CH:3][CH:2]=1.C(N1C=CN=C1)([N:31]1C=CN=C1)=O.N. (3) The reactants are: [Mg].Br[C:3]1[CH:8]=[CH:7][C:6]([O:9][CH3:10])=[CH:5][C:4]=1[O:11][CH3:12].Cl.Br[C:15]1[CH:20]=[CH:19][N:18]=[CH:17][CH:16]=1. Given the product [CH3:12][O:11][C:4]1[CH:5]=[C:6]([O:9][CH3:10])[CH:7]=[CH:8][C:3]=1[C:15]1[CH:20]=[CH:19][N:18]=[CH:17][CH:16]=1, predict the reactants needed to synthesize it. (4) The reactants are: [O:1]=[C:2]1[C:11]2[C:6](=[CH:7][C:8]([C:12]([OH:14])=[O:13])=[CH:9][CH:10]=2)[N:5]=[CH:4][NH:3]1.S(Cl)(Cl)=O.[CH3:19]O. Given the product [O:1]=[C:2]1[C:11]2[C:6](=[CH:7][C:8]([C:12]([O:14][CH3:19])=[O:13])=[CH:9][CH:10]=2)[N:5]=[CH:4][NH:3]1, predict the reactants needed to synthesize it. (5) Given the product [CH3:1][C:2]1[CH:11]=[C:10]([N:12]2[CH2:16][CH2:15][CH2:14][CH2:13]2)[C:9]2[C:4](=[CH:5][C:6]([O:17][CH2:20][C:21]3[CH:22]=[N:23][CH:24]=[CH:25][CH:26]=3)=[CH:7][CH:8]=2)[N:3]=1, predict the reactants needed to synthesize it. The reactants are: [CH3:1][C:2]1[CH:11]=[C:10]([N:12]2[CH2:16][CH2:15][CH2:14][CH2:13]2)[C:9]2[C:4](=[CH:5][C:6]([OH:17])=[CH:7][CH:8]=2)[N:3]=1.Cl.Cl[CH2:20][C:21]1[CH:22]=[N:23][CH:24]=[CH:25][CH:26]=1.